Dataset: Experimentally validated miRNA-target interactions with 360,000+ pairs, plus equal number of negative samples. Task: Binary Classification. Given a miRNA mature sequence and a target amino acid sequence, predict their likelihood of interaction. The miRNA is hsa-miR-3150a-3p with sequence CUGGGGAGAUCCUCGAGGUUGG. The protein sequence of the target gene is MLRFIQKFSQASSKILKYSFPVGLRTSRTDILSLKMSLQQNFSPCPRPWLSSSFPAYMSKTQCYHTSPCSFKKQQKQALLARPSSTITYLTDSPKPALCVTLAGLIPFVAPPLVMLMTKTYIPILAFTQMAYGASFLSFLGGIRWGFALPEGSPAKPDYLNLASSAAPLFFSWFAFLISERLSEAIVTVIMGMGVAFHLELFLLPHYPNWFKALRIVVTLLATFSFIITLVVKSSFPEKGHKRPGQV. Result: 1 (interaction).